From a dataset of Forward reaction prediction with 1.9M reactions from USPTO patents (1976-2016). Predict the product of the given reaction. (1) Given the reactants [Cl:1][C:2]1[CH:3]=[C:4]([CH:6]=[CH:7][C:8]=1[CH3:9])[NH2:5].Br[CH2:11][CH2:12][CH2:13][Cl:14].C(N(CC)CC)C.Cl, predict the reaction product. The product is: [ClH:1].[Cl:1][C:2]1[CH:3]=[C:4]([CH:6]=[CH:7][C:8]=1[CH3:9])[NH:5][CH2:11][CH2:12][CH2:13][Cl:14]. (2) Given the reactants [Cl:1][C:2]1[CH:7]=[C:6]([C:8]([F:11])([F:10])[F:9])[CH:5]=[C:4]([Cl:12])[C:3]=1[N:13]1[C:17]([NH:18][CH3:19])=[C:16]([S:20]([C:22]([F:25])([F:24])[F:23])=[O:21])[C:15]([C:26]#[N:27])=[N:14]1.[C:28](=O)([O-])[O-].[K+].[K+].ClC[CH2:36][S:37][CH3:38], predict the reaction product. The product is: [Cl:12][C:4]1[CH:5]=[C:6]([C:8]([F:11])([F:10])[F:9])[CH:7]=[C:2]([Cl:1])[C:3]=1[N:13]1[C:17]([N:18]([CH3:28])[CH2:19][CH2:36][S:37][CH3:38])=[C:16]([S:20]([C:22]([F:25])([F:23])[F:24])=[O:21])[C:15]([C:26]#[N:27])=[N:14]1. (3) The product is: [C:1]([C:3]1[CH:8]=[CH:7][C:6]([C@H:9]([OH:10])[C@@H:13]([OH:12])[CH3:14])=[CH:5][CH:4]=1)#[CH:2]. Given the reactants [C:1]([C:3]1[CH:8]=[CH:7][C:6]([C@H:9]2[C@H:13]([CH3:14])[O:12]C(C)(C)[O:10]2)=[CH:5][CH:4]=1)#[CH:2].CO.O.C1(C)C=CC(S(O)(=O)=O)=CC=1.C(=O)([O-])O.[Na+], predict the reaction product. (4) Given the reactants Cl[C:2]1[C:7]([NH2:8])=[C:6]([Cl:9])[N:5]=[C:4]([NH2:10])[N:3]=1.[Br:11][C:12]1[C:19]([O:20][CH3:21])=[C:18]([O:22][CH3:23])[C:17]([O:24][CH3:25])=[CH:16][C:13]=1[CH2:14][NH2:15], predict the reaction product. The product is: [Br:11][C:12]1[C:19]([O:20][CH3:21])=[C:18]([O:22][CH3:23])[C:17]([O:24][CH3:25])=[CH:16][C:13]=1[CH2:14][NH:15][C:2]1[C:7]([NH2:8])=[C:6]([Cl:9])[N:5]=[C:4]([NH2:10])[N:3]=1. (5) Given the reactants [CH2:1]([O:5][C:6]([C:8]1[N:13]=[C:12](Br)[C:11]2[CH:15]=[CH:16][S:17][C:10]=2[C:9]=1[OH:18])=[O:7])[CH2:2][CH2:3][CH3:4].[C:19]([Cu])#[N:20], predict the reaction product. The product is: [CH2:1]([O:5][C:6]([C:8]1[N:13]=[C:12]([C:19]#[N:20])[C:11]2[CH:15]=[CH:16][S:17][C:10]=2[C:9]=1[OH:18])=[O:7])[CH2:2][CH2:3][CH3:4]. (6) Given the reactants [F:1][C:2]1[CH:10]=[C:9]2[C:5]([C:6]([C:20]3[CH:21]=[CH:22][C:23]([N:26]4[CH2:31][CH2:30][CH:29]([NH2:32])[CH2:28][CH2:27]4)=[N:24][CH:25]=3)=[CH:7][N:8]2[S:11]([C:14]2[CH:19]=[CH:18][CH:17]=[CH:16][CH:15]=2)(=[O:13])=[O:12])=[CH:4][CH:3]=1.CCN(CC)CC.[CH3:40][S:41](Cl)(=[O:43])=[O:42], predict the reaction product. The product is: [F:1][C:2]1[CH:10]=[C:9]2[C:5]([C:6]([C:20]3[CH:21]=[CH:22][C:23]([N:26]4[CH2:27][CH2:28][CH:29]([NH:32][S:41]([CH3:40])(=[O:43])=[O:42])[CH2:30][CH2:31]4)=[N:24][CH:25]=3)=[CH:7][N:8]2[S:11]([C:14]2[CH:15]=[CH:16][CH:17]=[CH:18][CH:19]=2)(=[O:13])=[O:12])=[CH:4][CH:3]=1. (7) Given the reactants C(=O)([O-])[O-].[Cs+].[Cs+].[NH:7]1[CH2:11][CH2:10][CH2:9][CH2:8]1.[CH3:12][O:13][C:14](=[O:22])[C:15]1[CH:20]=[CH:19][C:18](Br)=[CH:17][CH:16]=1, predict the reaction product. The product is: [CH3:12][O:13][C:14](=[O:22])[C:15]1[CH:20]=[CH:19][C:18]([N:7]2[CH2:11][CH2:10][CH2:9][CH2:8]2)=[CH:17][CH:16]=1. (8) Given the reactants C([O-])([O-])=O.[K+].[K+].Cl[CH2:8][CH2:9][CH2:10][CH2:11][C:12]([C:14]1[CH:19]=[CH:18][C:17]([F:20])=[CH:16][CH:15]=1)=[O:13].[CH3:21][CH:22]([CH3:38])[C:23]([NH:25][C:26]1[CH:31]=[CH:30][CH:29]=[C:28]([CH:32]2[CH2:37][CH2:36][NH:35][CH2:34][CH2:33]2)[CH:27]=1)=[O:24], predict the reaction product. The product is: [F:20][C:17]1[CH:18]=[CH:19][C:14]([C:12](=[O:13])[CH2:11][CH2:10][CH2:9][CH2:8][N:35]2[CH2:36][CH2:37][CH:32]([C:28]3[CH:27]=[C:26]([NH:25][C:23](=[O:24])[CH:22]([CH3:21])[CH3:38])[CH:31]=[CH:30][CH:29]=3)[CH2:33][CH2:34]2)=[CH:15][CH:16]=1.